From a dataset of Forward reaction prediction with 1.9M reactions from USPTO patents (1976-2016). Predict the product of the given reaction. Given the reactants [CH3:1][O:2][C:3]1[CH:12]=[C:11]2[C:6]([C@H:7]([C:17]3[CH:26]=[CH:25][C:24]4[C:19](=[CH:20][CH:21]=[CH:22][CH:23]=4)[CH:18]=3)[CH2:8][N:9]([C:13](OC)=O)[CH2:10]2)=[CH:5][CH:4]=1.[H-].[Al+3].[Li+].[H-].[H-].[H-], predict the reaction product. The product is: [CH3:1][O:2][C:3]1[CH:12]=[C:11]2[C:6]([C@H:7]([C:17]3[CH:26]=[CH:25][C:24]4[C:19](=[CH:20][CH:21]=[CH:22][CH:23]=4)[CH:18]=3)[CH2:8][N:9]([CH3:13])[CH2:10]2)=[CH:5][CH:4]=1.